This data is from Forward reaction prediction with 1.9M reactions from USPTO patents (1976-2016). The task is: Predict the product of the given reaction. (1) Given the reactants [CH2:1]([NH:8][C:9]1[CH:16]=[CH:15][C:12]([O:13][CH3:14])=[CH:11][CH:10]=1)[C:2]1[CH:7]=[CH:6][CH:5]=[CH:4][CH:3]=1.[Br-].[Li+].C([O-])(O)=O.[Na+].Cl[CH2:25][C:26](=[O:28])[CH3:27], predict the reaction product. The product is: [CH2:1]([N:8]([CH2:25][C:26](=[O:28])[CH3:27])[C:9]1[CH:10]=[CH:11][C:12]([O:13][CH3:14])=[CH:15][CH:16]=1)[C:2]1[CH:3]=[CH:4][CH:5]=[CH:6][CH:7]=1. (2) Given the reactants [F:1][C:2]([F:14])([F:13])[C:3]1[CH:8]=[CH:7][C:6]([C:9]([NH2:12])([CH3:11])[CH3:10])=[CH:5][CH:4]=1.[F:15][C:16]1[CH:17]=[C:18]([CH:28]=[CH:29][C:30]=1[F:31])[C:19]([C:21](=[CH:24]N(C)C)[C:22]#[N:23])=[O:20], predict the reaction product. The product is: [F:15][C:16]1[CH:17]=[C:18]2[C:28](=[CH:29][C:30]=1[F:31])[N:12]([C:9]([C:6]1[CH:5]=[CH:4][C:3]([C:2]([F:13])([F:14])[F:1])=[CH:8][CH:7]=1)([CH3:11])[CH3:10])[CH:24]=[C:21]([C:22]#[N:23])[C:19]2=[O:20]. (3) Given the reactants [F:1][C:2]([F:34])([F:33])[C:3]1[CH:4]=[C:5]([C:13]([N:15]2[CH2:20][CH2:19][C@H:18]([N:21]3[CH2:26][CH2:25][NH:24][CH2:23][CH2:22]3)[C@H:17]([C:27]3[CH:32]=[CH:31][CH:30]=[CH:29][CH:28]=3)[CH2:16]2)=[O:14])[CH:6]=[C:7]([C:9]([F:12])([F:11])[F:10])[CH:8]=1.Cl[C:36]1[CH:41]=[N:40][CH:39]=[CH:38][N:37]=1, predict the reaction product. The product is: [F:34][C:2]([F:33])([F:1])[C:3]1[CH:4]=[C:5]([C:13]([N:15]2[CH2:20][CH2:19][C@H:18]([N:21]3[CH2:26][CH2:25][N:24]([C:36]4[CH:41]=[N:40][CH:39]=[CH:38][N:37]=4)[CH2:23][CH2:22]3)[C@H:17]([C:27]3[CH:32]=[CH:31][CH:30]=[CH:29][CH:28]=3)[CH2:16]2)=[O:14])[CH:6]=[C:7]([C:9]([F:10])([F:11])[F:12])[CH:8]=1.